Task: Predict the reactants needed to synthesize the given product.. Dataset: Full USPTO retrosynthesis dataset with 1.9M reactions from patents (1976-2016) (1) Given the product [F:1][C:2]1[CH:7]=[CH:6][C:5]([CH2:8][C:9]2[CH:18]=[C:17]3[C:12]([C:13]([OH:36])=[C:14]([C:31]([NH:37][CH2:38][CH2:39][CH2:40][N:41]4[CH2:46][CH2:45][O:44][CH2:43][CH2:42]4)=[O:32])[C:15](=[O:30])[N:16]3[CH2:19][CH2:20][CH2:21][S:22]([N:25]3[CH2:29][CH2:28][CH2:27][CH2:26]3)(=[O:23])=[O:24])=[N:11][CH:10]=2)=[CH:4][CH:3]=1, predict the reactants needed to synthesize it. The reactants are: [F:1][C:2]1[CH:7]=[CH:6][C:5]([CH2:8][C:9]2[CH:18]=[C:17]3[C:12]([C:13]([OH:36])=[C:14]([C:31](OCC)=[O:32])[C:15](=[O:30])[N:16]3[CH2:19][CH2:20][CH2:21][S:22]([N:25]3[CH2:29][CH2:28][CH2:27][CH2:26]3)(=[O:24])=[O:23])=[N:11][CH:10]=2)=[CH:4][CH:3]=1.[NH2:37][CH2:38][CH2:39][CH2:40][N:41]1[CH2:46][CH2:45][O:44][CH2:43][CH2:42]1. (2) Given the product [CH3:1][O:2][C:3]1[CH:13]=[CH:12][C:6]2[N:7]([CH3:16])[C:8](=[O:11])[CH2:9][O:10][C:5]=2[CH:4]=1, predict the reactants needed to synthesize it. The reactants are: [CH3:1][O:2][C:3]1[CH:13]=[CH:12][C:6]2[NH:7][C:8](=[O:11])[CH2:9][O:10][C:5]=2[CH:4]=1.[H-].[Na+].[CH3:16]I.O. (3) Given the product [Br:40][C:9]1[N:8]2[C:3]([NH:2][CH3:1])=[C:4]([C:34]3[CH:39]=[CH:38][CH:37]=[CH:36][CH:35]=3)[C:5]([C:12]3[CH:13]=[CH:14][C:15]([CH2:18][N:19]4[CH2:20][CH:21]([C:23]5[N:27]=[C:26]([C:28]6[CH:33]=[CH:32][CH:31]=[CH:30][N:29]=6)[NH:25][N:24]=5)[CH2:22]4)=[CH:16][CH:17]=3)=[N:6][C:7]2=[N:11][CH:10]=1, predict the reactants needed to synthesize it. The reactants are: [CH3:1][NH:2][C:3]1[N:8]2[CH:9]=[CH:10][N:11]=[C:7]2[N:6]=[C:5]([C:12]2[CH:17]=[CH:16][C:15]([CH2:18][N:19]3[CH2:22][CH:21]([C:23]4[N:27]=[C:26]([C:28]5[CH:33]=[CH:32][CH:31]=[CH:30][N:29]=5)[NH:25][N:24]=4)[CH2:20]3)=[CH:14][CH:13]=2)[C:4]=1[C:34]1[CH:39]=[CH:38][CH:37]=[CH:36][CH:35]=1.[Br:40]N1C(=O)CCC1=O. (4) Given the product [CH3:19][NH:18][C:5]1[C:4]2[C:9](=[CH:10][CH:11]=[C:2]([C:28]3[CH:29]=[C:30]([CH:35]=[CH:36][CH:37]=3)[C:31]([O:33][CH3:34])=[O:32])[CH:3]=2)[N:8]=[C:7]([C:12]2[CH:13]=[N:14][CH:15]=[CH:16][CH:17]=2)[N:6]=1, predict the reactants needed to synthesize it. The reactants are: Br[C:2]1[CH:3]=[C:4]2[C:9](=[CH:10][CH:11]=1)[N:8]=[C:7]([C:12]1[CH:13]=[N:14][CH:15]=[CH:16][CH:17]=1)[N:6]=[C:5]2[NH:18][CH3:19].CC1(C)C(C)(C)OB([C:28]2[CH:29]=[C:30]([CH:35]=[CH:36][CH:37]=2)[C:31]([O:33][CH3:34])=[O:32])O1.C([O-])([O-])=O.[K+].[K+]. (5) Given the product [CH2:16]([N:13]1[CH2:14][CH2:15][CH:10]([N:9]2[CH2:7][C:5]3=[CH:4][N:3]=[C:2]([CH3:1])[N:6]3[C:23]2=[O:25])[CH2:11][CH2:12]1)[C:17]1[CH:22]=[CH:21][CH:20]=[CH:19][CH:18]=1, predict the reactants needed to synthesize it. The reactants are: [CH3:1][C:2]1[NH:3][CH:4]=[C:5]([CH:7]=O)[N:6]=1.[NH2:9][CH:10]1[CH2:15][CH2:14][N:13]([CH2:16][C:17]2[CH:22]=[CH:21][CH:20]=[CH:19][CH:18]=2)[CH2:12][CH2:11]1.[C:23](O)(=[O:25])C.C(O[BH-](OC(=O)C)OC(=O)C)(=O)C.[Na+].